Dataset: Forward reaction prediction with 1.9M reactions from USPTO patents (1976-2016). Task: Predict the product of the given reaction. Given the reactants [NH2:1][C:2]([CH3:20])([CH2:5][N:6]1[N:10]=[C:9]2[CH:11]=[C:12]([Cl:19])[CH:13]=[C:14]([C:15]([F:18])([F:17])[F:16])[C:8]2=[N:7]1)[C:3]#[N:4].[F:21][C:22]([F:33])([F:32])[C:23]1[CH:31]=[CH:30][C:26]([C:27](Cl)=[S:28])=[CH:25][CH:24]=1, predict the reaction product. The product is: [Cl:19][C:12]1[CH:13]=[C:14]([C:15]([F:18])([F:17])[F:16])[C:8]2[C:9]([CH:11]=1)=[N:10][N:6]([CH2:5][C:2]([NH:1][C:27](=[S:28])[C:26]1[CH:25]=[CH:24][C:23]([C:22]([F:21])([F:32])[F:33])=[CH:31][CH:30]=1)([C:3]#[N:4])[CH3:20])[N:7]=2.